This data is from Full USPTO retrosynthesis dataset with 1.9M reactions from patents (1976-2016). The task is: Predict the reactants needed to synthesize the given product. Given the product [OH:18][CH:17]([C:7]1[CH:12]=[N:11][C:10]([C:13]([F:16])([F:15])[F:14])=[CH:9][CH:8]=1)[CH:19]1[CH2:24][CH2:23][N:22]([C:25]([O:27][C:28]([CH3:31])([CH3:30])[CH3:29])=[O:26])[CH2:21][CH2:20]1, predict the reactants needed to synthesize it. The reactants are: C([Mg]Cl)(C)C.Br[C:7]1[CH:8]=[CH:9][C:10]([C:13]([F:16])([F:15])[F:14])=[N:11][CH:12]=1.[CH:17]([CH:19]1[CH2:24][CH2:23][N:22]([C:25]([O:27][C:28]([CH3:31])([CH3:30])[CH3:29])=[O:26])[CH2:21][CH2:20]1)=[O:18].